Dataset: Catalyst prediction with 721,799 reactions and 888 catalyst types from USPTO. Task: Predict which catalyst facilitates the given reaction. (1) Reactant: [CH3:1][S:2](Cl)(=[O:4])=[O:3].[C:6]1([C:12]([C:22]2[CH:27]=[CH:26][CH:25]=[CH:24][CH:23]=2)=[N:13][NH:14][C:15](=[O:21])[CH2:16][CH2:17][CH:18]([OH:20])[CH3:19])[CH:11]=[CH:10][CH:9]=[CH:8][CH:7]=1.N1C=CC=CC=1.C(OCC)(=O)C.O. Product: [CH3:1][S:2]([O:20][CH:18]([CH2:17][CH2:16][C:15]([NH:14][N:13]=[C:12]([C:22]1[CH:27]=[CH:26][CH:25]=[CH:24][CH:23]=1)[C:6]1[CH:7]=[CH:8][CH:9]=[CH:10][CH:11]=1)=[O:21])[CH3:19])(=[O:4])=[O:3]. The catalyst class is: 4. (2) Reactant: [CH3:1][C:2]1[CH:7]=[CH:6][C:5]([S:8]([O:11][CH2:12][CH:13]2[CH2:17][C:16]3[CH:18]=[CH:19][CH:20]=[C:21](Br)[C:15]=3[O:14]2)(=[O:10])=[O:9])=[CH:4][CH:3]=1.[Cl:23][C:24]1[CH:29]=[C:28]([Cl:30])[CH:27]=[CH:26][C:25]=1B(O)O.C(=O)([O-])[O-].[K+].[K+].CC1C=CC(S(OCC2CC3C(C4C=CC=CC=4)=CC=CC=3O2)(=O)=O)=CC=1. Product: [CH3:1][C:2]1[CH:7]=[CH:6][C:5]([S:8]([O:11][CH2:12][CH:13]2[CH2:17][C:16]3[CH:18]=[CH:19][CH:20]=[C:21]([C:27]4[CH:26]=[CH:25][C:24]([Cl:23])=[CH:29][C:28]=4[Cl:30])[C:15]=3[O:14]2)(=[O:10])=[O:9])=[CH:4][CH:3]=1. The catalyst class is: 608.